Dataset: Forward reaction prediction with 1.9M reactions from USPTO patents (1976-2016). Task: Predict the product of the given reaction. Given the reactants [CH2:1]([C:9]1[CH:14]=[CH:13][C:12]([CH:15]2[O:19][CH2:18][CH:17]([OH:20])[CH2:16]2)=[CH:11][CH:10]=1)[CH2:2][CH2:3][CH2:4][CH2:5][CH2:6][CH2:7][CH3:8].C1C=C[NH+]=CC=1.[O-][Cr](Cl)(=O)=O, predict the reaction product. The product is: [CH2:1]([C:9]1[CH:10]=[CH:11][C:12]([CH:15]2[O:19][CH2:18][C:17](=[O:20])[CH2:16]2)=[CH:13][CH:14]=1)[CH2:2][CH2:3][CH2:4][CH2:5][CH2:6][CH2:7][CH3:8].